Binary Classification. Given a drug SMILES string, predict its activity (active/inactive) in a high-throughput screening assay against a specified biological target. From a dataset of M1 muscarinic receptor antagonist screen with 61,756 compounds. (1) The molecule is S(=O)(=O)(N(CC)CC)CCP(O)(=O)CN1CCOCC1. The result is 0 (inactive). (2) The molecule is S(c1n(CCCOC)c(nn1)C)CC(=O)Nc1ccc(OCC)cc1. The result is 0 (inactive).